From a dataset of Reaction yield outcomes from USPTO patents with 853,638 reactions. Predict the reaction yield, written as a fraction of the theoretical maximum amount of product (1.0 means a 100% yield; for example, 0.34 means a 34% yield). (1) The reactants are C[O-].[Na+].CCO.Cl.[N:8]1[CH2:12][CH2:11][CH2:10][C:9]=1[NH2:13].Br[C:15](=[CH:18]OCCC)[CH:16]=[O:17]. The catalyst is C(Cl)(Cl)Cl.C(N(CC)CC)C. The product is [N:13]1[C:15]([CH:16]=[O:17])=[CH:18][N:8]2[CH2:12][CH2:11][CH2:10][C:9]=12. The yield is 0.410. (2) The product is [Cl:34][C:28]1[CH:29]=[C:30]([CH:32]=[CH:33][C:27]=1[C:15]1[CH2:24][CH2:23][C:18]2([O:19][CH2:20][CH2:21][O:22]2)[CH2:17][CH:16]=1)[NH2:31]. The yield is 0.620. The catalyst is C(COC)OC.[Pd].C1(P(C2C=CC=CC=2)C2C=CC=CC=2)C=CC=CC=1.C1(P(C2C=CC=CC=2)C2C=CC=CC=2)C=CC=CC=1.C1(P(C2C=CC=CC=2)C2C=CC=CC=2)C=CC=CC=1.C1(P(C2C=CC=CC=2)C2C=CC=CC=2)C=CC=CC=1. The reactants are C(=O)([O-])[O-].[K+].[K+].CC1(C)C(C)(C)OB([C:15]2[CH2:24][CH2:23][C:18]3([O:22][CH2:21][CH2:20][O:19]3)[CH2:17][CH:16]=2)O1.Br[C:27]1[CH:33]=[CH:32][C:30]([NH2:31])=[CH:29][C:28]=1[Cl:34].C(OCC)(=O)C. (3) The reactants are [C:1]1([NH:7][C:8]2[C:9]([NH2:14])=[CH:10][CH:11]=[CH:12][CH:13]=2)[CH:6]=[CH:5][CH:4]=[CH:3][CH:2]=1.[C:15]([O:19][C:20]([NH:22][CH:23]([CH3:27])[C:24](O)=[O:25])=[O:21])([CH3:18])([CH3:17])[CH3:16].Cl.CN(C)CCCN=C=NCC.CN1CCOCC1.C1C=CC2N(O)N=NC=2C=1. The catalyst is C1COCC1. The product is [C:15]([O:19][C:20](=[O:21])[NH:22][CH:23]([C:24](=[O:25])[NH:14][C:9]1[CH:10]=[CH:11][CH:12]=[CH:13][C:8]=1[NH:7][C:1]1[CH:2]=[CH:3][CH:4]=[CH:5][CH:6]=1)[CH3:27])([CH3:16])([CH3:17])[CH3:18]. The yield is 0.860. (4) The reactants are [NH2:1][C:2]1[CH:3]=[C:4]([C:26]([F:29])([F:28])[F:27])[C:5]2[N:6]([C:8]([Cl:25])=[C:9]([C:11]([N:13]3[CH2:17][CH2:16][CH:15]([C:18]4[CH:23]=[CH:22][C:21]([F:24])=[CH:20][CH:19]=4)[CH2:14]3)=[O:12])[N:10]=2)[CH:7]=1.N1C=CC=CC=1.[C:36](Cl)(=[O:38])[CH3:37]. The catalyst is CN(C=O)C.CCOC(C)=O. The product is [Cl:25][C:8]1[N:6]2[CH:7]=[C:2]([NH:1][C:36](=[O:38])[CH3:37])[CH:3]=[C:4]([C:26]([F:29])([F:28])[F:27])[C:5]2=[N:10][C:9]=1[C:11]([N:13]1[CH2:17][CH2:16][CH:15]([C:18]2[CH:19]=[CH:20][C:21]([F:24])=[CH:22][CH:23]=2)[CH2:14]1)=[O:12]. The yield is 0.520. (5) The reactants are [OH:1][C@@H:2]1[CH2:22][C:21]2[C@:16]([CH3:24])([CH:17]=[CH:18][C:19](=[O:23])[CH:20]=2)[C@@H:15]2[C@@H:3]1[C@H:4]1[C@:12]([CH3:25])([CH2:13][CH2:14]2)[C@@H:7]([C@H:8]([CH3:11])[CH2:9][OH:10])[CH2:6][CH2:5]1.N1C=CN=C1.[C:31]([Si:35]([CH3:38])([CH3:37])Cl)([CH3:34])([CH3:33])[CH3:32].O. The catalyst is O1CCCC1. The product is [Si:35]([O:10][CH2:9][C@@H:8]([CH3:11])[C@@H:7]1[C@:12]2([CH3:25])[C@H:4]([C@H:3]3[C@H:15]([CH2:14][CH2:13]2)[C@:16]2([CH3:24])[C:21](=[CH:20][C:19](=[O:23])[CH:18]=[CH:17]2)[CH2:22][C@H:2]3[OH:1])[CH2:5][CH2:6]1)([C:31]([CH3:34])([CH3:33])[CH3:32])([CH3:38])[CH3:37]. The yield is 0.950. (6) The reactants are [Cl:1][C:2]1[NH:3][CH:4]=[C:5]([N+:7]([O-:9])=[O:8])[N:6]=1.[C:10]1([CH3:25])[CH:15]=[CH:14][C:13]([S:16]([O:19][CH2:20][C:21]2([CH3:24])[CH2:23][O:22]2)(=[O:18])=[O:17])=[CH:12][CH:11]=1.C(#N)C. The catalyst is [Cl-].C([N+](CC)(CC)CC)C1C=CC=CC=1.C(OCC)(=O)C. The product is [Cl:1][C:2]1[N:3]([CH2:24][C:21]([OH:22])([CH3:23])[CH2:20][O:19][S:16]([C:13]2[CH:14]=[CH:15][C:10]([CH3:25])=[CH:11][CH:12]=2)(=[O:18])=[O:17])[CH:4]=[C:5]([N+:7]([O-:9])=[O:8])[N:6]=1. The yield is 0.700. (7) The reactants are CCN=C=NCCCN(C)C.Cl.Cl.[CH3:14][O:15][C:16](=[O:24])[C@@H:17]([NH2:23])[C@H:18]([N:20]=[N+:21]=[N-:22])[CH3:19].C1C=CC2N(O)N=NC=2C=1.[CH2:35]([C:37]1[CH:42]=[CH:41][C:40]([C:43]2[CH:48]=[CH:47][C:46]([C:49](O)=[O:50])=[CH:45][CH:44]=2)=[CH:39][CH:38]=1)[CH3:36].CCN(C(C)C)C(C)C. The catalyst is C(Cl)Cl.CCCCCC.CCOC(C)=O. The product is [CH3:14][O:15][C:16](=[O:24])[C@@H:17]([NH:23][C:49]([C:46]1[CH:45]=[CH:44][C:43]([C:40]2[CH:41]=[CH:42][C:37]([CH2:35][CH3:36])=[CH:38][CH:39]=2)=[CH:48][CH:47]=1)=[O:50])[C@H:18]([N:20]=[N+:21]=[N-:22])[CH3:19]. The yield is 0.670.